Dataset: Forward reaction prediction with 1.9M reactions from USPTO patents (1976-2016). Task: Predict the product of the given reaction. Given the reactants [CH2:1]([N:8]1[CH2:12][C@H:11]([CH2:13][C:14]2[CH:19]=[CH:18][CH:17]=[CH:16][CH:15]=2)[C@@H:10]([C:20](O)=[O:21])[CH2:9]1)[C:2]1[CH:7]=[CH:6][CH:5]=[CH:4][CH:3]=1.C(Cl)(=O)C(Cl)=O.[C:29]1([NH:35][C:36]2[CH:41]=[CH:40][CH:39]=[CH:38][CH:37]=2)[CH:34]=[CH:33][CH:32]=[CH:31][CH:30]=1.C(N(CC)CC)C.C([O-])(O)=O.[Na+], predict the reaction product. The product is: [C:36]1([N:35]([C:29]2[CH:30]=[CH:31][CH:32]=[CH:33][CH:34]=2)[C:20]([C@@H:10]2[C@@H:11]([CH2:13][C:14]3[CH:15]=[CH:16][CH:17]=[CH:18][CH:19]=3)[CH2:12][N:8]([CH2:1][C:2]3[CH:7]=[CH:6][CH:5]=[CH:4][CH:3]=3)[CH2:9]2)=[O:21])[CH:37]=[CH:38][CH:39]=[CH:40][CH:41]=1.